From a dataset of Catalyst prediction with 721,799 reactions and 888 catalyst types from USPTO. Predict which catalyst facilitates the given reaction. (1) The catalyst class is: 7. Product: [CH2:1]([O:8][C:9]([N:11]([CH:28]([CH3:30])[CH3:29])[C@H:12]1[CH2:17][N:16]([C:18]([O:20][C:21]([CH3:22])([CH3:23])[CH3:24])=[O:19])[C@@H:15]([CH2:25][CH2:26][O:27][CH3:31])[CH2:14][CH2:13]1)=[O:10])[C:2]1[CH:3]=[CH:4][CH:5]=[CH:6][CH:7]=1. Reactant: [CH2:1]([O:8][C:9]([N:11]([CH:28]([CH3:30])[CH3:29])[C@H:12]1[CH2:17][N:16]([C:18]([O:20][C:21]([CH3:24])([CH3:23])[CH3:22])=[O:19])[C@@H:15]([CH2:25][CH2:26][OH:27])[CH2:14][CH2:13]1)=[O:10])[C:2]1[CH:7]=[CH:6][CH:5]=[CH:4][CH:3]=1.[CH3:31]I.[H-].[Na+].[Cl-].[NH4+]. (2) Reactant: [CH3:1][C:2]1[N:3]=[C:4]2[CH:9]=[C:8]([C:10]#[C:11][Si](C)(C)C)[CH:7]=[CH:6][N:5]2[C:16]=1[CH2:17][C:18]1[CH:37]=[CH:36][C:21]2/[C:22](=[C:32](/[CH3:35])\[C:33]#[N:34])/[C:23]3[CH:30]=[CH:29][C:28]([F:31])=[CH:27][C:24]=3[O:25][CH2:26][C:20]=2[CH:19]=1.O. Product: [C:10]([C:8]1[CH:7]=[CH:6][N:5]2[C:16]([CH2:17][C:18]3[CH:37]=[CH:36][C:21]4/[C:22](=[C:32](/[CH3:35])\[C:33]#[N:34])/[C:23]5[CH:30]=[CH:29][C:28]([F:31])=[CH:27][C:24]=5[O:25][CH2:26][C:20]=4[CH:19]=3)=[C:2]([CH3:1])[N:3]=[C:4]2[CH:9]=1)#[CH:11]. The catalyst class is: 1.